From a dataset of Catalyst prediction with 721,799 reactions and 888 catalyst types from USPTO. Predict which catalyst facilitates the given reaction. (1) Reactant: C[O:2][C:3](=[O:20])[C@@H:4]([N:13]1[C:17]([CH3:18])=[CH:16][CH:15]=[C:14]1[CH3:19])[CH2:5][C:6]1[CH:11]=[CH:10][C:9]([OH:12])=[CH:8][CH:7]=1.[H-].[Na+].[F:23][C:24]1[CH:31]=[CH:30][CH:29]=[CH:28][C:25]=1[CH2:26]Br.Cl.[OH-].[Li+]. Product: [CH3:19][C:14]1[N:13]([C@@H:4]([CH2:5][C:6]2[CH:11]=[CH:10][C:9]([O:12][CH2:26][C:25]3[CH:28]=[CH:29][CH:30]=[CH:31][C:24]=3[F:23])=[CH:8][CH:7]=2)[C:3]([OH:2])=[O:20])[C:17]([CH3:18])=[CH:16][CH:15]=1. The catalyst class is: 35. (2) Reactant: F[C:2]1[CH:7]=[C:6]([I:8])[CH:5]=[CH:4][N:3]=1.[N+:9]([C:12]1[CH:13]=[C:14]([CH:16]=[CH:17][CH:18]=1)[NH2:15])([O-:11])=[O:10].C([O-])([O-])=O.[Cs+].[Cs+]. Product: [I:8][C:6]1[CH:5]=[CH:4][N:3]=[C:2]([NH:15][C:14]2[CH:16]=[CH:17][CH:18]=[C:12]([N+:9]([O-:11])=[O:10])[CH:13]=2)[CH:7]=1. The catalyst class is: 31. (3) Product: [NH2:1][C:2]1[C:7]([C:8]#[N:9])=[C:6]([O:10][CH2:11][CH3:12])[N:5]=[C:4]([C:13]([NH:38][CH2:39][C:40]2[S:44][CH:43]=[N:42][CH:41]=2)=[O:15])[CH:3]=1. The catalyst class is: 80. Reactant: [NH2:1][C:2]1[C:7]([C:8]#[N:9])=[C:6]([O:10][CH2:11][CH3:12])[N:5]=[C:4]([C:13]([OH:15])=O)[CH:3]=1.F[B-](F)(F)F.N1(OC(N(C)C)=[N+](C)C)C2C=CC=CC=2N=N1.[NH2:38][CH2:39][C:40]1[S:44][CH:43]=[N:42][CH:41]=1.C(N(C(C)C)CC)(C)C. (4) Reactant: [CH3:1][S:2]([C:5]1[CH:10]=[CH:9][C:8]([C:11]2[CH:20]=[CH:19][C:18]3[C:13](=[CH:14][CH:15]=[C:16]([O:21][CH3:22])[CH:17]=3)[C:12]=2[O:23][C:24]2[CH:29]=[CH:28][C:27]([OH:30])=[CH:26][CH:25]=2)=[CH:7][CH:6]=1)(=[O:4])=[O:3].Cl.[N:32](=[CH:40][CH2:41]Cl)[CH2:33][CH2:34][CH2:35][CH2:36][CH2:37][CH2:38][Cl:39].[H-].[Na+]. Product: [ClH:39].[CH3:1][S:2]([C:5]1[CH:6]=[CH:7][C:8]([C:11]2[CH:20]=[CH:19][C:18]3[C:13](=[CH:14][CH:15]=[C:16]([O:21][CH3:22])[CH:17]=3)[C:12]=2[O:23][C:24]2[CH:25]=[CH:26][C:27]([O:30][CH2:41][CH2:40][N:32]3[CH:38]=[CH:37][CH:36]=[CH:35][CH:34]=[CH:33]3)=[CH:28][CH:29]=2)=[CH:9][CH:10]=1)(=[O:3])=[O:4]. The catalyst class is: 9.